Predict the product of the given reaction. From a dataset of Forward reaction prediction with 1.9M reactions from USPTO patents (1976-2016). Given the reactants C[O:2][C:3](=[O:32])[CH2:4][CH2:5][CH2:6][N:7]1[CH2:11][CH2:10][CH2:9][C@@H:8]1[CH2:12][O:13][C:14]1[CH:19]=[CH:18][C:17]([CH2:20][C:21]2[CH:26]=[CH:25][C:24]([C:27]3[CH:31]=[CH:30][S:29][CH:28]=3)=[CH:23][CH:22]=2)=[CH:16][CH:15]=1.O.[ClH:34], predict the reaction product. The product is: [ClH:34].[S:29]1[CH:30]=[CH:31][C:27]([C:24]2[CH:23]=[CH:22][C:21]([CH2:20][C:17]3[CH:18]=[CH:19][C:14]([O:13][CH2:12][C@H:8]4[CH2:9][CH2:10][CH2:11][N:7]4[CH2:6][CH2:5][CH2:4][C:3]([OH:32])=[O:2])=[CH:15][CH:16]=3)=[CH:26][CH:25]=2)=[CH:28]1.